This data is from Reaction yield outcomes from USPTO patents with 853,638 reactions. The task is: Predict the reaction yield, written as a fraction of the theoretical maximum amount of product (1.0 means a 100% yield; for example, 0.34 means a 34% yield). (1) The reactants are [N+:1]([C:4]1[CH:5]=[C:6]2[C:11](=[CH:12][CH:13]=1)[NH:10][C:9](=O)[NH:8][C:7]2=O)([O-:3])=[O:2].P(Cl)(Cl)([Cl:18])=O.C(N(C(C)C)C=O)(C)C.[C:30]([NH2:34])([CH3:33])([CH3:32])[CH3:31]. The catalyst is O. The product is [C:30]([NH:34][C:7]1[C:6]2[C:11](=[CH:12][CH:13]=[C:4]([N+:1]([O-:3])=[O:2])[CH:5]=2)[N:10]=[C:9]([Cl:18])[N:8]=1)([CH3:33])([CH3:32])[CH3:31]. The yield is 0.642. (2) The reactants are [CH3:1][O:2][C:3]([C:5]1([C:8]2[CH:13]=[C:12]([I:14])[C:11]([OH:15])=[C:10]([I:16])[CH:9]=2)[CH2:7][CH2:6]1)=[O:4].Cl[CH2:18][C:19]([CH3:21])=[CH2:20].C([O-])([O-])=O.[K+].[K+]. The catalyst is CC(C)=O.[Na+].[I-]. The product is [CH3:1][O:2][C:3]([C:5]1([C:8]2[CH:9]=[C:10]([I:16])[C:11]([O:15][CH2:20][C:19]([CH3:21])=[CH2:18])=[C:12]([I:14])[CH:13]=2)[CH2:7][CH2:6]1)=[O:4]. The yield is 0.970. (3) The reactants are [Cl:1][CH2:2][CH2:3][CH2:4][O:5][C:6]1[C:15]2[C:10](=[CH:11][CH:12]=[CH:13][CH:14]=2)[C:9]([NH2:16])=[CH:8][CH:7]=1.[F:17][C:18]1[CH:19]=[C:20]([CH:24]=[C:25]([N:27]2[CH2:32][CH2:31][CH2:30][CH2:29][CH2:28]2)[CH:26]=1)[C:21](O)=[O:22].CN(C(ON1N=NC2C=CC=CC1=2)=[N+](C)C)C.F[P-](F)(F)(F)(F)F.CCN(C(C)C)C(C)C. The catalyst is CN(C=O)C.C(OCC)(=O)C. The product is [Cl:1][CH2:2][CH2:3][CH2:4][O:5][C:6]1[C:15]2[C:10](=[CH:11][CH:12]=[CH:13][CH:14]=2)[C:9]([NH:16][C:21](=[O:22])[C:20]2[CH:24]=[C:25]([N:27]3[CH2:28][CH2:29][CH2:30][CH2:31][CH2:32]3)[CH:26]=[C:18]([F:17])[CH:19]=2)=[CH:8][CH:7]=1. The yield is 0.650. (4) The yield is 0.740. The reactants are [CH:1]1[C:6]([CH:7]=O)=[CH:5][C:4]2[O:9][CH2:10][O:11][C:3]=2[CH:2]=1.C1(P(C2C=CC=CC=2)C2C=CC=CC=2)C=CC=CC=1.[C:31](Br)(Br)([Br:33])[Br:32]. The catalyst is C(Cl)Cl. The product is [Br:32][C:31]([Br:33])=[CH:7][C:6]1[CH:1]=[CH:2][C:3]2[O:11][CH2:10][O:9][C:4]=2[CH:5]=1.